The task is: Regression. Given two drug SMILES strings and cell line genomic features, predict the synergy score measuring deviation from expected non-interaction effect.. This data is from NCI-60 drug combinations with 297,098 pairs across 59 cell lines. (1) Drug 1: CN(C)N=NC1=C(NC=N1)C(=O)N. Drug 2: C1=CC=C(C=C1)NC(=O)CCCCCCC(=O)NO. Cell line: OVCAR-5. Synergy scores: CSS=22.7, Synergy_ZIP=-2.05, Synergy_Bliss=1.93, Synergy_Loewe=-15.9, Synergy_HSA=1.00. (2) Drug 1: CCC1=CC2CC(C3=C(CN(C2)C1)C4=CC=CC=C4N3)(C5=C(C=C6C(=C5)C78CCN9C7C(C=CC9)(C(C(C8N6C)(C(=O)OC)O)OC(=O)C)CC)OC)C(=O)OC.C(C(C(=O)O)O)(C(=O)O)O. Drug 2: CN1C(=O)N2C=NC(=C2N=N1)C(=O)N. Cell line: HS 578T. Synergy scores: CSS=52.3, Synergy_ZIP=1.42, Synergy_Bliss=1.79, Synergy_Loewe=-47.3, Synergy_HSA=0.973. (3) Drug 1: C1=CC(=C2C(=C1NCCNCCO)C(=O)C3=C(C=CC(=C3C2=O)O)O)NCCNCCO. Drug 2: CCC1(CC2CC(C3=C(CCN(C2)C1)C4=CC=CC=C4N3)(C5=C(C=C6C(=C5)C78CCN9C7C(C=CC9)(C(C(C8N6C=O)(C(=O)OC)O)OC(=O)C)CC)OC)C(=O)OC)O.OS(=O)(=O)O. Cell line: MDA-MB-231. Synergy scores: CSS=35.2, Synergy_ZIP=-1.24, Synergy_Bliss=5.04, Synergy_Loewe=5.55, Synergy_HSA=7.47.